Dataset: NCI-60 drug combinations with 297,098 pairs across 59 cell lines. Task: Regression. Given two drug SMILES strings and cell line genomic features, predict the synergy score measuring deviation from expected non-interaction effect. (1) Drug 1: CCC1(C2=C(COC1=O)C(=O)N3CC4=CC5=C(C=CC(=C5CN(C)C)O)N=C4C3=C2)O.Cl. Drug 2: CC1C(C(CC(O1)OC2CC(CC3=C2C(=C4C(=C3O)C(=O)C5=C(C4=O)C(=CC=C5)OC)O)(C(=O)CO)O)N)O.Cl. Cell line: SF-539. Synergy scores: CSS=65.4, Synergy_ZIP=0.0799, Synergy_Bliss=-1.26, Synergy_Loewe=-3.06, Synergy_HSA=0.673. (2) Drug 1: C1CN1P(=S)(N2CC2)N3CC3. Drug 2: C1C(C(OC1N2C=C(C(=O)NC2=O)F)CO)O. Cell line: SW-620. Synergy scores: CSS=21.9, Synergy_ZIP=-4.29, Synergy_Bliss=-3.96, Synergy_Loewe=-7.49, Synergy_HSA=-1.23. (3) Drug 1: CC1=C2C(C(=O)C3(C(CC4C(C3C(C(C2(C)C)(CC1OC(=O)C(C(C5=CC=CC=C5)NC(=O)OC(C)(C)C)O)O)OC(=O)C6=CC=CC=C6)(CO4)OC(=O)C)OC)C)OC. Drug 2: CCC1=C2CN3C(=CC4=C(C3=O)COC(=O)C4(CC)O)C2=NC5=C1C=C(C=C5)O. Cell line: SK-MEL-28. Synergy scores: CSS=32.1, Synergy_ZIP=-1.90, Synergy_Bliss=-1.40, Synergy_Loewe=-1.79, Synergy_HSA=2.05. (4) Drug 1: C1CCN(CC1)CCOC2=CC=C(C=C2)C(=O)C3=C(SC4=C3C=CC(=C4)O)C5=CC=C(C=C5)O. Drug 2: CNC(=O)C1=NC=CC(=C1)OC2=CC=C(C=C2)NC(=O)NC3=CC(=C(C=C3)Cl)C(F)(F)F. Cell line: EKVX. Synergy scores: CSS=17.1, Synergy_ZIP=-7.60, Synergy_Bliss=-7.11, Synergy_Loewe=-11.0, Synergy_HSA=-9.78. (5) Drug 1: CC1C(C(CC(O1)OC2CC(CC3=C2C(=C4C(=C3O)C(=O)C5=C(C4=O)C(=CC=C5)OC)O)(C(=O)C)O)N)O.Cl. Drug 2: C(=O)(N)NO. Cell line: SK-MEL-28. Synergy scores: CSS=17.1, Synergy_ZIP=0.172, Synergy_Bliss=5.78, Synergy_Loewe=-15.7, Synergy_HSA=3.63. (6) Drug 1: COC1=C(C=C2C(=C1)N=CN=C2NC3=CC(=C(C=C3)F)Cl)OCCCN4CCOCC4. Drug 2: CN(C)N=NC1=C(NC=N1)C(=O)N. Cell line: CAKI-1. Synergy scores: CSS=46.9, Synergy_ZIP=-3.70, Synergy_Bliss=-3.58, Synergy_Loewe=-5.14, Synergy_HSA=0.888.